Dataset: Catalyst prediction with 721,799 reactions and 888 catalyst types from USPTO. Task: Predict which catalyst facilitates the given reaction. (1) Reactant: [C:1]([O:5][C:6](=[O:27])[NH:7][C:8]1[C@:9]([CH3:26])([C:22]([F:25])([F:24])[F:23])[O:10][CH2:11][C@:12](C2C=CC=C(N)C=2)([CH3:14])[N:13]=1)([CH3:4])([CH3:3])[CH3:2].[Br:28][C:29]1[CH:30]=[CH:31][C:32]([C:35]([OH:37])=O)=[N:33][CH:34]=1.[CH2:38](Cl)[CH2:39]Cl.[CH:42]1C=N[C:45]2N(O)N=[N:50][C:44]=2[CH:43]=1.CCN(C(C)C)C(C)C. Product: [C:1]([O:5][C:6](=[O:27])[NH:7][C:8]1[C@:9]([CH3:26])([C:22]([F:25])([F:24])[F:23])[O:10][CH:11]([C:39]2[CH:38]=[CH:42][CH:43]=[C:44]([NH:50][C:35]([C:32]3[CH:31]=[CH:30][C:29]([Br:28])=[CH:34][N:33]=3)=[O:37])[CH:45]=2)[C@@H:12]([CH3:14])[N:13]=1)([CH3:4])([CH3:2])[CH3:3]. The catalyst class is: 3. (2) Reactant: [OH-].[Li+].C[O:4][C:5]([C:7]1[CH:24]=[CH:23][C:10]2[N:11]=[C:12]([C:14]3[CH:19]=[CH:18][CH:17]=[C:16]([N+:20]([O-:22])=[O:21])[CH:15]=3)[O:13][C:9]=2[CH:8]=1)=[O:6].Cl. Product: [N+:20]([C:16]1[CH:15]=[C:14]([C:12]2[O:13][C:9]3[CH:8]=[C:7]([C:5]([OH:6])=[O:4])[CH:24]=[CH:23][C:10]=3[N:11]=2)[CH:19]=[CH:18][CH:17]=1)([O-:22])=[O:21]. The catalyst class is: 90. (3) Reactant: [N:1]1[CH:6]=[CH:5][CH:4]=[C:3]([CH:7](N)[CH3:8])[CH:2]=1.[N:10]1[C:19]2[C:14](=CC=[CH:17][C:18]=2C(=O)C)C=CC=1.N.C(O)(=O)C.C([BH3-])#N.[Na+]. Product: [N:1]1[C:2]2[C:3](=[CH:7][CH:8]=[CH:17][C:18]=2[CH:19]([NH2:10])[CH3:14])[CH:4]=[CH:5][CH:6]=1. The catalyst class is: 5. (4) Reactant: Cl.[NH2:2][C@H:3]([CH2:8][CH3:9])[C:4]([O:6][CH3:7])=[O:5].[CH3:10][O:11][C:12]1[CH:17]=[CH:16][C:15]([S:18](Cl)(=[O:20])=[O:19])=[CH:14][CH:13]=1. Product: [CH3:10][O:11][C:12]1[CH:13]=[CH:14][C:15]([S:18]([NH:2][C@H:3]([CH2:8][CH3:9])[C:4]([O:6][CH3:7])=[O:5])(=[O:20])=[O:19])=[CH:16][CH:17]=1. The catalyst class is: 17. (5) Reactant: [CH3:1][C@@H:2]1[C@H:6]([OH:7])[C@@H:5]([CH2:8][OH:9])[O:4][C@H:3]1[N:10]1[CH:17]=[CH:16][C:14](=[O:15])[NH:13][C:11]1=[S:12].[CH3:18][O:19][C:20]1[CH:41]=[CH:40][C:23]([C:24](Cl)([C:33]2[CH:38]=[CH:37][CH:36]=[CH:35][CH:34]=2)[C:25]2[CH:30]=[CH:29][C:28]([O:31][CH3:32])=[CH:27][CH:26]=2)=[CH:22][CH:21]=1. Product: [CH3:32][O:31][C:28]1[CH:27]=[CH:26][C:25]([C:24]([O:9][CH2:8][C@H:5]2[O:4][C@@H:3]([N:10]3[CH:17]=[CH:16][C:14](=[O:15])[NH:13][C:11]3=[S:12])[C@H:2]([CH3:1])[C@@H:6]2[OH:7])([C:33]2[CH:34]=[CH:35][CH:36]=[CH:37][CH:38]=2)[C:23]2[CH:40]=[CH:41][C:20]([O:19][CH3:18])=[CH:21][CH:22]=2)=[CH:30][CH:29]=1. The catalyst class is: 537. (6) Reactant: N1(C/C(/C2SC=CN=2)=C/[C:9]2[CH:18]=[CH:17][C:12]([C:13]([O:15]C)=[O:14])=[C:11]([C:19]3[CH:24]=[CH:23][CH:22]=[CH:21][CH:20]=3)[CH:10]=2)C=CN=C1.[OH-].[Na+]. Product: [C:19]1([C:11]2[CH:10]=[CH:9][CH:18]=[CH:17][C:12]=2[C:13]([OH:15])=[O:14])[CH:20]=[CH:21][CH:22]=[CH:23][CH:24]=1. The catalyst class is: 5. (7) Reactant: [Cl:1][C:2]1[CH:3]=[CH:4][CH:5]=[C:6]2[C:11]=1[N:10]=[CH:9][CH:8]=[CH:7]2.[I:12]N1C(=O)CCC1=O. Product: [Cl:1][C:2]1[CH:3]=[CH:4][CH:5]=[C:6]2[C:11]=1[N:10]=[CH:9][C:8]([I:12])=[CH:7]2. The catalyst class is: 15.